Task: Regression. Given two drug SMILES strings and cell line genomic features, predict the synergy score measuring deviation from expected non-interaction effect.. Dataset: NCI-60 drug combinations with 297,098 pairs across 59 cell lines (1) Drug 1: COC1=NC(=NC2=C1N=CN2C3C(C(C(O3)CO)O)O)N. Drug 2: C1=NNC2=C1C(=O)NC=N2. Cell line: PC-3. Synergy scores: CSS=-0.988, Synergy_ZIP=-0.563, Synergy_Bliss=-2.97, Synergy_Loewe=-2.34, Synergy_HSA=-2.93. (2) Drug 1: C1=CC=C(C=C1)NC(=O)CCCCCCC(=O)NO. Drug 2: C1C(C(OC1N2C=NC(=NC2=O)N)CO)O. Cell line: MOLT-4. Synergy scores: CSS=65.2, Synergy_ZIP=-0.460, Synergy_Bliss=-0.370, Synergy_Loewe=-0.184, Synergy_HSA=1.28.